This data is from Forward reaction prediction with 1.9M reactions from USPTO patents (1976-2016). The task is: Predict the product of the given reaction. (1) Given the reactants [NH2:1][C:2]1[C:7]([NH2:8])=[C:6]([C:9]2[CH:14]=[CH:13][C:12]([CH2:15][NH:16][C:17](=[O:23])OC(C)(C)C)=[C:11]([F:24])[CH:10]=2)[CH:5]=[CH:4][N:3]=1.[CH3:25][N:26]([CH3:35])[C:27]1[CH:28]=[CH:29][C:30]([CH:33]=O)=[N:31][CH:32]=1.[C:36]([C:40]1[CH:48]=[CH:47][C:43](C(Cl)=O)=[CH:42][CH:41]=1)([CH3:39])([CH3:38])[CH3:37], predict the reaction product. The product is: [C:36]([C:40]1[CH:48]=[CH:47][C:43]([C:17]([NH:16][CH2:15][C:12]2[CH:13]=[CH:14][C:9]([C:6]3[CH:5]=[CH:4][N:3]=[C:2]4[NH:1][C:33]([C:30]5[CH:29]=[CH:28][C:27]([N:26]([CH3:35])[CH3:25])=[CH:32][N:31]=5)=[N:8][C:7]=34)=[CH:10][C:11]=2[F:24])=[O:23])=[CH:42][CH:41]=1)([CH3:39])([CH3:38])[CH3:37]. (2) Given the reactants [CH2:1]([NH:7][C:8]1[CH:13]=[CH:12][C:11]([N+:14]([O-])=O)=[C:10]([O:17][CH3:18])[CH:9]=1)[CH2:2][CH2:3][CH2:4][CH2:5][CH3:6].[H][H], predict the reaction product. The product is: [CH2:1]([NH:7][C:8]1[CH:13]=[CH:12][C:11]([NH2:14])=[C:10]([O:17][CH3:18])[CH:9]=1)[CH2:2][CH2:3][CH2:4][CH2:5][CH3:6].